Dataset: Full USPTO retrosynthesis dataset with 1.9M reactions from patents (1976-2016). Task: Predict the reactants needed to synthesize the given product. (1) Given the product [C:11]1([CH2:10][CH2:9][CH2:8][C:5]2[CH:6]=[CH:7][C:2]([CH:27]=[O:28])=[CH:3][CH:4]=2)[CH:16]=[CH:15][CH:14]=[CH:13][CH:12]=1, predict the reactants needed to synthesize it. The reactants are: Br[C:2]1[CH:7]=[CH:6][C:5]([CH2:8][CH2:9][CH2:10][C:11]2[CH:16]=[CH:15][CH:14]=[CH:13][CH:12]=2)=[CH:4][CH:3]=1.C1(CC2C=C(C=CC=2)[CH:27]=[O:28])C=CC=CC=1.[Li]CCCC.CN(C=O)C. (2) Given the product [N:25]1([NH:24][C:21]([C:18]2[CH:17]=[CH:16][C:15]([O:14][CH2:13][C:3]3[C:4]([C:7]4[CH:8]=[CH:9][CH:10]=[CH:11][CH:12]=4)=[N:5][O:6][C:2]=3[CH3:1])=[CH:20][N:19]=2)=[O:23])[CH2:30][CH2:29][O:28][CH2:27][CH2:26]1, predict the reactants needed to synthesize it. The reactants are: [CH3:1][C:2]1[O:6][N:5]=[C:4]([C:7]2[CH:12]=[CH:11][CH:10]=[CH:9][CH:8]=2)[C:3]=1[CH2:13][O:14][C:15]1[CH:16]=[CH:17][C:18]([C:21]([OH:23])=O)=[N:19][CH:20]=1.[NH2:24][N:25]1[CH2:30][CH2:29][O:28][CH2:27][CH2:26]1. (3) Given the product [C:1]1([C:7]2[CH:8]=[C:9]([C:10]([F:13])([F:12])[F:11])[N:27]3[CH:28]=[N:29][C:30]([C:31]#[N:32])=[C:26]3[N:25]=2)[CH:6]=[CH:5][CH:4]=[CH:3][CH:2]=1, predict the reactants needed to synthesize it. The reactants are: [C:1]1([C:7](=O)[CH2:8][C:9](=O)[C:10]([F:13])([F:12])[F:11])[CH:6]=[CH:5][CH:4]=[CH:3][CH:2]=1.C(C1C=CC=CC=1)(=O)C.[NH2:25][C:26]1[N:27]=[CH:28][NH:29][C:30]=1[C:31]#[N:32]. (4) Given the product [CH:20]([O:23][C:24]1[CH:32]=[CH:31][C:27]([C:28]([NH2:30])=[O:29])=[CH:26][C:25]=1[NH:33][C:34]([NH:1][C:2]1[C:10]2[N:9]=[C:8]([C:11]([N:13]3[CH2:14][CH2:15][N:16]([CH3:19])[CH2:17][CH2:18]3)=[O:12])[NH:7][C:6]=2[CH:5]=[CH:4][CH:3]=1)=[S:35])([CH3:22])[CH3:21], predict the reactants needed to synthesize it. The reactants are: [NH2:1][C:2]1[C:10]2[N:9]=[C:8]([C:11]([N:13]3[CH2:18][CH2:17][N:16]([CH3:19])[CH2:15][CH2:14]3)=[O:12])[NH:7][C:6]=2[CH:5]=[CH:4][CH:3]=1.[CH:20]([O:23][C:24]1[CH:32]=[CH:31][C:27]([C:28]([NH2:30])=[O:29])=[CH:26][C:25]=1[N:33]=[C:34]=[S:35])([CH3:22])[CH3:21].ClC1NC2C=CC=C(NC(=S)NC3C=C(C=CC=3OC(C)C)C(N)=O)C=2N=1. (5) Given the product [CH:2]([C:5]1[CH:6]=[C:7]([C@@H:11]([NH:13][C:35]([C:31]2[CH:30]=[C:29]3[C:34](=[CH:33][CH:32]=2)[N:26]([CH2:25][C:24]2[CH:40]=[CH:41][C:21]([O:20][C:17]([CH3:19])([CH3:18])[C:16]([O:15][CH3:14])=[O:42])=[CH:22][CH:23]=2)[C:27]([CH3:39])=[C:28]3[CH3:38])=[O:36])[CH3:12])[CH:8]=[CH:9][CH:10]=1)([CH3:4])[CH3:3], predict the reactants needed to synthesize it. The reactants are: Cl.[CH:2]([C:5]1[CH:6]=[C:7]([C@@H:11]([NH2:13])[CH3:12])[CH:8]=[CH:9][CH:10]=1)([CH3:4])[CH3:3].[CH3:14][O:15][C:16](=[O:42])[C:17]([O:20][C:21]1[CH:41]=[CH:40][C:24]([CH2:25][N:26]2[C:34]3[C:29](=[CH:30][C:31]([C:35](O)=[O:36])=[CH:32][CH:33]=3)[C:28]([CH3:38])=[C:27]2[CH3:39])=[CH:23][CH:22]=1)([CH3:19])[CH3:18]. (6) The reactants are: FC(F)(F)S(O[C:7]1[C:12]([CH3:13])=[CH:11][CH:10]=[CH:9][C:8]=1[O:14][CH3:15])(=O)=O.[C:18](=[N:31][NH2:32])([C:25]1[CH:30]=[CH:29][CH:28]=[CH:27][CH:26]=1)[C:19]1[CH:24]=[CH:23][CH:22]=[CH:21][CH:20]=1.C1C=CC(P(C2C(C3C(P(C4C=CC=CC=4)C4C=CC=CC=4)=CC=C4C=3C=CC=C4)=C3C(C=CC=C3)=CC=2)C2C=CC=CC=2)=CC=1.C(=O)([O-])[O-].[Cs+].[Cs+]. Given the product [CH3:15][O:14][C:8]1[CH:9]=[CH:10][CH:11]=[C:12]([CH3:13])[C:7]=1[NH:32][N:31]=[C:18]([C:19]1[CH:24]=[CH:23][CH:22]=[CH:21][CH:20]=1)[C:25]1[CH:30]=[CH:29][CH:28]=[CH:27][CH:26]=1, predict the reactants needed to synthesize it. (7) Given the product [CH2:11]([O:10][C:8](=[O:9])[CH2:7][CH:23]1[O:24][B:36]([OH:48])[C:25]2[CH:26]=[C:27]([O:29][CH:30]3[CH2:35][CH2:34][CH2:33][CH2:32][O:31]3)[CH:28]=[C:21]([O:20][CH2:13][C:14]3[CH:19]=[CH:18][CH:17]=[CH:16][CH:15]=3)[C:22]1=2)[CH3:12], predict the reactants needed to synthesize it. The reactants are: C[Si](Cl)(C)C.Br[CH2:7][C:8]([O:10][CH2:11][CH3:12])=[O:9].[CH2:13]([O:20][C:21]1[CH:28]=[C:27]([O:29][CH:30]2[CH2:35][CH2:34][CH2:33][CH2:32][O:31]2)[CH:26]=[C:25]([B:36]2CC(C)(C)C(C)(C)C2)[C:22]=1[CH:23]=[O:24])[C:14]1[CH:19]=[CH:18][CH:17]=[CH:16][CH:15]=1.C1C[O:48]CC1.